This data is from Forward reaction prediction with 1.9M reactions from USPTO patents (1976-2016). The task is: Predict the product of the given reaction. The product is: [CH2:1]1[C:10]2[C:5](=[CH:6][CH:7]=[C:8]([C:11]([O:13][CH3:14])=[O:12])[CH:9]=2)[CH2:4][CH2:3][NH:2]1. Given the reactants [CH2:1]1[C:10]2[C:5](=[CH:6][CH:7]=[C:8]([C:11]([O:13][CH3:14])=[O:12])[CH:9]=2)[CH2:4][CH2:3][N:2]1C(OC(C)(C)C)=O.FC(F)(F)C(O)=O, predict the reaction product.